From a dataset of Catalyst prediction with 721,799 reactions and 888 catalyst types from USPTO. Predict which catalyst facilitates the given reaction. (1) Reactant: [CH2:1]([C:5]1[N:6]=[C:7]([CH3:27])[NH:8][C:9](=[O:26])[C:10]=1[CH2:11][C:12]1[CH:17]=[CH:16][C:15]([C:18]2[C:19]([C:24]#[N:25])=[CH:20][CH:21]=[CH:22][CH:23]=2)=[CH:14][CH:13]=1)[CH2:2][CH2:3][CH3:4].[F:28][C:29]1[CH:34]=[CH:33][C:32](B(O)O)=[CH:31][C:30]=1[CH3:38].C(N(CC)CC)C.N1C=CC=CC=1. Product: [CH2:1]([C:5]1[N:6]=[C:7]([CH3:27])[N:8]([C:32]2[CH:33]=[CH:34][C:29]([F:28])=[C:30]([CH3:38])[CH:31]=2)[C:9](=[O:26])[C:10]=1[CH2:11][C:12]1[CH:17]=[CH:16][C:15]([C:18]2[C:19]([C:24]#[N:25])=[CH:20][CH:21]=[CH:22][CH:23]=2)=[CH:14][CH:13]=1)[CH2:2][CH2:3][CH3:4]. The catalyst class is: 297. (2) Reactant: [O:1]([CH:8]1[C:16]2[C:11](=[CH:12][C:13]([C:17]([OH:19])=O)=[CH:14][CH:15]=2)[CH2:10][CH2:9]1)[C:2]1[CH:7]=[CH:6][CH:5]=[CH:4][CH:3]=1.F[P-](F)(F)(F)(F)F.N1(OC(N(C)C)=[N+](C)C)C2N=CC=CC=2N=N1.C(N(CC)CC)C.[NH2:51][CH2:52][C:53]1[C:54]([OH:61])=[N:55][C:56]([CH3:60])=[CH:57][C:58]=1[CH3:59]. Product: [OH:61][C:54]1[C:53]([CH2:52][NH:51][C:17]([C:13]2[CH:12]=[C:11]3[C:16](=[CH:15][CH:14]=2)[CH:8]([O:1][C:2]2[CH:3]=[CH:4][CH:5]=[CH:6][CH:7]=2)[CH2:9][CH2:10]3)=[O:19])=[C:58]([CH3:59])[CH:57]=[C:56]([CH3:60])[N:55]=1. The catalyst class is: 4. (3) Reactant: [CH:1]([C@H:4]1[CH2:8][O:7][C:6](=[O:9])[NH:5]1)([CH3:3])[CH3:2].[Li:10]C[CH2:12][CH2:13][CH3:14].[C:15](Cl)(=[O:22])[CH2:16][CH2:17][CH2:18][CH2:19][CH2:20][CH3:21]. Product: [C:15]([N:5]1[C@@H:4]([CH:1]([CH3:3])[CH3:2])[CH2:8][O:7][C:6]1=[O:9])(=[O:22])[CH2:16][CH2:17][CH2:18][CH2:19][CH2:20][CH3:21].[CH:13]([N-:5][CH:4]([CH3:8])[CH3:1])([CH3:14])[CH3:12].[Li+:10]. The catalyst class is: 1. (4) Reactant: [Cl:1][C:2]1[CH:11]=[CH:10][C:5]([C:6]([NH:8][NH2:9])=[O:7])=[CH:4][CH:3]=1.[NH2:12][C:13]1[CH:21]=[CH:20][C:16]([C:17](O)=[O:18])=[CH:15][C:14]=1[N+:22]([O-:24])=[O:23].C1C=CC2N(O)N=NC=2C=1.CCN=C=NCCCN(C)C.C(N(CC)CC)C. Product: [NH2:12][C:13]1[CH:21]=[CH:20][C:16]([C:17]([NH:9][NH:8][C:6](=[O:7])[C:5]2[CH:10]=[CH:11][C:2]([Cl:1])=[CH:3][CH:4]=2)=[O:18])=[CH:15][C:14]=1[N+:22]([O-:24])=[O:23]. The catalyst class is: 18. (5) Reactant: [CH3:1][O:2][C:3]1[CH:4]=[C:5]2[C:9](=[CH:10][CH:11]=1)[NH:8][C:7]([CH3:12])=[C:6]2[CH2:13][C:14]([NH:16][C@H:17]([C:21]([NH:23][C:24]1[CH:33]=[CH:32][C:31]2[C:26](=[CH:27][CH:28]=[CH:29][CH:30]=2)[CH:25]=1)=[O:22])[CH2:18][CH2:19][SH:20])=[O:15].[CH3:34][C:35]([CH:37]=[CH2:38])=[O:36].C([O-])([O-])=O.[K+].[K+]. Product: [CH3:1][O:2][C:3]1[CH:4]=[C:5]2[C:9](=[CH:10][CH:11]=1)[NH:8][C:7]([CH3:12])=[C:6]2[CH2:13][C:14]([NH:16][C@H:17]([C:21]([NH:23][C:24]1[CH:33]=[CH:32][C:31]2[C:26](=[CH:27][CH:28]=[CH:29][CH:30]=2)[CH:25]=1)=[O:22])[CH2:18][CH2:19][S:20][CH2:38][CH2:37][C:35](=[O:36])[CH3:34])=[O:15]. The catalyst class is: 3. (6) Product: [Br-:1].[Br:1][C:2]1[CH:3]=[CH:4][C:5]([I:10])=[C:6]([CH:7]=1)[CH2:8][P+:17]([C:18]1[CH:19]=[CH:20][CH:21]=[CH:22][CH:23]=1)([C:24]1[CH:29]=[CH:28][CH:27]=[CH:26][CH:25]=1)[C:11]1[CH:12]=[CH:13][CH:14]=[CH:15][CH:16]=1. The catalyst class is: 3. Reactant: [Br:1][C:2]1[CH:3]=[CH:4][C:5]([I:10])=[C:6]([CH2:8]Br)[CH:7]=1.[C:11]1([P:17]([C:24]2[CH:29]=[CH:28][CH:27]=[CH:26][CH:25]=2)[C:18]2[CH:23]=[CH:22][CH:21]=[CH:20][CH:19]=2)[CH:16]=[CH:15][CH:14]=[CH:13][CH:12]=1.C1(C)C=CC=CC=1. (7) Reactant: C(O[C:6](=[O:19])[NH:7][C@H:8]([CH2:17][OH:18])[CH2:9][C:10]1[CH:15]=[CH:14][C:13]([OH:16])=[CH:12][CH:11]=1)(C)(C)C.[Br:20][C:21]1[CH:26]=[CH:25][CH:24]=[C:23](Br)[N:22]=1.C(=O)([O-])[O-].[K+].[K+].C(OCC)(=O)C. Product: [Br:20][C:21]1[N:22]=[C:23]([O:16][C:13]2[CH:12]=[CH:11][C:10]([CH2:9][C@H:8]3[CH2:17][O:18][C:6](=[O:19])[NH:7]3)=[CH:15][CH:14]=2)[CH:24]=[CH:25][CH:26]=1. The catalyst class is: 9. (8) Reactant: [OH-].[Na+].[CH3:3][C:4]1[CH:5]=[C:6]([CH:12]=[C:13]([CH3:34])[C:14]=1[NH:15][C:16]([C:18]1[C:27]2[C:22](=[CH:23][CH:24]=[CH:25][CH:26]=2)[N:21]=[C:20]([C:28]2[CH:33]=[CH:32][CH:31]=[CH:30][CH:29]=2)[CH:19]=1)=[O:17])[C:7]([O:9]CC)=[O:8].Cl. Product: [CH3:34][C:13]1[CH:12]=[C:6]([CH:5]=[C:4]([CH3:3])[C:14]=1[NH:15][C:16]([C:18]1[C:27]2[C:22](=[CH:23][CH:24]=[CH:25][CH:26]=2)[N:21]=[C:20]([C:28]2[CH:33]=[CH:32][CH:31]=[CH:30][CH:29]=2)[CH:19]=1)=[O:17])[C:7]([OH:9])=[O:8]. The catalyst class is: 1. (9) Reactant: [NH2:1]/[C:2](=[N:28]\[OH:29])/[CH2:3][CH2:4][CH2:5][C:6]1[N:10]([C:11]2[CH:16]=[CH:15][C:14]([C:17]([NH:19][CH2:20][CH3:21])=[O:18])=[CH:13][CH:12]=2)[N:9]=[N:8][C:7]=1[C:22]([NH:24][CH:25]1[CH2:27][CH2:26]1)=[O:23].[C:30](N1C=CN=C1)(N1C=CN=C1)=[O:31].C1CCN2C(=NCCC2)CC1. Product: [CH:25]1([NH:24][C:22]([C:7]2[N:8]=[N:9][N:10]([C:11]3[CH:12]=[CH:13][C:14]([C:17]([NH:19][CH2:20][CH3:21])=[O:18])=[CH:15][CH:16]=3)[C:6]=2[CH2:5][CH2:4][CH2:3][C:2]2[NH:1][C:30](=[O:31])[O:29][N:28]=2)=[O:23])[CH2:27][CH2:26]1. The catalyst class is: 1.